Dataset: Full USPTO retrosynthesis dataset with 1.9M reactions from patents (1976-2016). Task: Predict the reactants needed to synthesize the given product. (1) Given the product [CH2:1]([N:3]1[CH2:4][CH2:5][N:6]([C:9]2[N:10]=[CH:11][C:12]([CH2:13][NH2:14])=[CH:15][CH:16]=2)[CH2:7][CH2:8]1)[CH3:2], predict the reactants needed to synthesize it. The reactants are: [CH2:1]([N:3]1[CH2:8][CH2:7][N:6]([C:9]2[CH:16]=[CH:15][C:12]([C:13]#[N:14])=[CH:11][N:10]=2)[CH2:5][CH2:4]1)[CH3:2].[H][H]. (2) Given the product [Cl:15][C:11]1[C:12]([CH3:14])=[CH:13][C:8]2[N:7]=[C:25]([C:27]3[CH:32]=[CH:31][CH:30]=[C:29]([C:33]4[CH:38]=[C:37]([CH3:39])[N:36]=[C:35]([NH:40][CH2:41][CH2:42][OH:43])[N:34]=4)[CH:28]=3)[CH2:24][C:23](=[O:44])[NH:16][C:9]=2[CH:10]=1, predict the reactants needed to synthesize it. The reactants are: C(OC(=O)[NH:7][C:8]1[CH:13]=[C:12]([CH3:14])[C:11]([Cl:15])=[CH:10][C:9]=1[NH2:16])(C)(C)C.C(O[C:23](=[O:44])[CH2:24][C:25]([C:27]1[CH:32]=[CH:31][CH:30]=[C:29]([C:33]2[CH:38]=[C:37]([CH3:39])[N:36]=[C:35]([NH:40][CH2:41][CH2:42][OH:43])[N:34]=2)[CH:28]=1)=O)(C)(C)C. (3) Given the product [CH3:71][O:70][C:68]([NH:67][C@@H:63]([C@H:62]([O:61][CH3:60])[CH3:72])[C:64]([N:39]1[CH2:40][C@@H:41]([CH2:43][O:44][CH3:45])[CH2:42][C@H:38]1[C:36]1[NH:35][C:34]2[C:53]3[C:30]([CH:31]=[CH:32][C:33]=2[N:37]=1)=[CH:29][C:28]([C:23]1[CH:24]=[C:25]2[C:20](=[CH:21][CH:22]=1)[C:18]1[NH:19][C:15]([C@@H:10]4[CH2:11][C@H:12]([CH3:14])[CH2:13][N:9]4[C:7](=[O:8])[C@@H:6]([NH:5][C:3](=[O:4])[O:2][CH3:1])[CH:56]([CH3:58])[CH3:57])=[N:16][C:17]=1[CH:27]=[CH:26]2)=[CH:55][CH:54]=3)=[O:66])=[O:69], predict the reactants needed to synthesize it. The reactants are: [CH3:1][O:2][C:3]([NH:5][C@@H:6]([CH:56]([CH3:58])[CH3:57])[C:7]([N:9]1[CH2:13][C@@H:12]([CH3:14])[CH2:11][C@H:10]1[C:15]1[NH:19][C:18]2[C:20]3[C:25]([CH:26]=[CH:27][C:17]=2[N:16]=1)=[CH:24][C:23]([C:28]1[CH:29]=[C:30]2[C:53](=[CH:54][CH:55]=1)[C:34]1[NH:35][C:36]([C@@H:38]4[CH2:42][C@H:41]([CH2:43][O:44][CH3:45])[CH2:40][N:39]4C(OC(C)(C)C)=O)=[N:37][C:33]=1[CH:32]=[CH:31]2)=[CH:22][CH:21]=3)=[O:8])=[O:4].Cl.[CH3:60][O:61][C@H:62]([CH3:72])[C@H:63]([NH:67][C:68]([O:70][CH3:71])=[O:69])[C:64]([OH:66])=O.CN(C(ON1N=NC2C=CC=NC1=2)=[N+](C)C)C.F[P-](F)(F)(F)(F)F.CCN(C(C)C)C(C)C. (4) Given the product [N:1]1([CH:14]2[CH2:19][CH2:18][CH2:17][N:16]([CH:27]([CH2:21][OH:25])[CH2:30][OH:29])[CH2:15]2)[C:12]2=[C:13]3[C:8](=[CH:9][CH:10]=[CH:11]2)[CH:7]=[N:6][CH:5]=[C:4]3[CH2:3][CH2:2]1, predict the reactants needed to synthesize it. The reactants are: [N:1]1([CH:14]2[CH2:19][CH2:18][CH2:17][NH:16][CH2:15]2)[C:12]2=[C:13]3[C:8](=[CH:9][CH:10]=[CH:11]2)[CH:7]=[N:6][CH:5]=[C:4]3[CH2:3][CH2:2]1.C[C:21]1([CH3:27])[O:25]CC(=O)O1.Cl.[O:29]1CCC[CH2:30]1. (5) Given the product [F:23][C:20]1[CH:19]=[CH:18][C:17]([C:16]([C:13]2[C:14]([CH3:15])=[C:9]([OH:8])[C:10]([C:25]([NH:27][OH:28])=[O:26])=[N:11][CH:12]=2)=[O:24])=[CH:22][CH:21]=1, predict the reactants needed to synthesize it. The reactants are: C([O:8][C:9]1[C:10]([C:25]([NH:27][OH:28])=[O:26])=[N:11][CH:12]=[C:13]([C:16](=[O:24])[C:17]2[CH:22]=[CH:21][C:20]([F:23])=[CH:19][CH:18]=2)[C:14]=1[CH3:15])C1C=CC=CC=1.